The task is: Predict the product of the given reaction.. This data is from Forward reaction prediction with 1.9M reactions from USPTO patents (1976-2016). (1) Given the reactants [C:1]([OH:14])(=[O:13])/[CH:2]=[CH:3]/[C:4]1[CH:12]=[CH:11][C:9]([OH:10])=[C:6]([O:7][CH3:8])[CH:5]=1.N1C=CC=CC=1.[C:21](OC(=O)C)(=[O:23])[CH3:22].Cl, predict the reaction product. The product is: [C:21](/[C:2](=[CH:3]\[C:4]1[CH:12]=[CH:11][C:9]([OH:10])=[C:6]([O:7][CH3:8])[CH:5]=1)/[C:1]([OH:14])=[O:13])(=[O:23])[CH3:22]. (2) Given the reactants Cl[C:2]1[CH:7]=[CH:6][CH:5]=[CH:4][N:3]=1.Cl.[NH2:9][NH:10][C:11](N)=[O:12].S(=O)(=O)(O)O, predict the reaction product. The product is: [N:9]1[NH:10][C:11](=[O:12])[N:3]2[CH:4]=[CH:5][CH:6]=[CH:7][C:2]=12.